Predict the reaction yield, written as a fraction of the theoretical maximum amount of product (1.0 means a 100% yield; for example, 0.34 means a 34% yield). From a dataset of Reaction yield outcomes from USPTO patents with 853,638 reactions. (1) The yield is 0.763. The product is [CH3:1][C:2]1[C:3]([CH2:4][NH2:5])=[CH:6][CH:7]=[C:8]([CH3:10])[N:9]=1. The catalyst is C(O)C.[Ni]. The reactants are [CH3:1][C:2]1[N:9]=[C:8]([CH3:10])[CH:7]=[CH:6][C:3]=1[C:4]#[N:5].[OH-].[NH4+]. (2) The reactants are [Cl:1][C:2]1[N:7]=[C:6]([NH:8][C:9]2([C:12]([OH:14])=O)[CH2:11][CH2:10]2)[C:5]([Cl:15])=[CH:4][N:3]=1.CCN=C=NCCCN(C)C.C1C=CC2N(O)N=NC=2C=1.[NH2:37][C@@H:38]([C:41]1[CH:46]=[CH:45][CH:44]=[C:43]([Cl:47])[CH:42]=1)[CH2:39][OH:40].C(N(CC)CC)C. The catalyst is CN(C=O)C.C(OCC)(=O)C. The product is [Cl:47][C:43]1[CH:42]=[C:41]([CH:38]([NH:37][C:12]([C:9]2([NH:8][C:6]3[C:5]([Cl:15])=[CH:4][N:3]=[C:2]([Cl:1])[N:7]=3)[CH2:10][CH2:11]2)=[O:14])[CH2:39][OH:40])[CH:46]=[CH:45][CH:44]=1. The yield is 0.510.